From a dataset of CYP3A4 inhibition data for predicting drug metabolism from PubChem BioAssay. Regression/Classification. Given a drug SMILES string, predict its absorption, distribution, metabolism, or excretion properties. Task type varies by dataset: regression for continuous measurements (e.g., permeability, clearance, half-life) or binary classification for categorical outcomes (e.g., BBB penetration, CYP inhibition). Dataset: cyp3a4_veith. (1) The molecule is COC(=O)[C@@]1(Cc2ccc(OC)cc2)[C@H]2c3cc(C(=O)N4CCCC4)n(CCN4CCOCC4)c3C[C@H]2CN1C(=O)c1ccccc1. The result is 1 (inhibitor). (2) The drug is O=C(O)CSSCC(=O)O. The result is 0 (non-inhibitor). (3) The drug is CC1(C)OC[C@@H]([C@H]2O[C@H]3OC(C)(C)O[C@@H]3[C@H]2N)O1. The result is 0 (non-inhibitor). (4) The compound is CC(C)Nc1cc(N2CCCC2)ccc1[N+](=O)[O-]. The result is 1 (inhibitor).